The task is: Predict the reaction yield, written as a fraction of the theoretical maximum amount of product (1.0 means a 100% yield; for example, 0.34 means a 34% yield).. This data is from Reaction yield outcomes from USPTO patents with 853,638 reactions. (1) The catalyst is CO. The yield is 0.960. The reactants are [CH3:1][C:2]1[N:7]=[C:6]([S:8][CH2:9][C:10]2[N:14]([CH3:15])[CH:13]=[N:12][CH:11]=2)[N:5]=[C:4]([OH:16])[CH:3]=1.[ClH:17].O1CCOCC1. The product is [ClH:17].[CH3:1][C:2]1[N:7]=[C:6]([S:8][CH2:9][C:10]2[N:14]([CH3:15])[CH:13]=[N:12][CH:11]=2)[N:5]=[C:4]([OH:16])[CH:3]=1. (2) The reactants are Cl[CH:2]([C:4]1[O:8][N:7]=[C:6]([CH2:9][C:10]2[CH:15]=[CH:14][C:13]([F:16])=[CH:12][CH:11]=2)[N:5]=1)[CH3:3].[Cl:17][C:18]1[CH:23]=[C:22]([Cl:24])[CH:21]=[CH:20][C:19]=1[OH:25].C([O-])([O-])=O.[K+].[K+]. The catalyst is CN(C=O)C.O. The product is [Cl:17][C:18]1[CH:23]=[C:22]([Cl:24])[CH:21]=[CH:20][C:19]=1[O:25][CH:2]([C:4]1[O:8][N:7]=[C:6]([CH2:9][C:10]2[CH:15]=[CH:14][C:13]([F:16])=[CH:12][CH:11]=2)[N:5]=1)[CH3:3]. The yield is 0.610. (3) The reactants are Cl.[CH:2]1([NH:7][C:8]([NH2:10])=[NH:9])[CH2:6][CH2:5][CH2:4][CH2:3]1.[O-]CC.[Na+].[Cl:15][C:16]1[N:21]2[N:22]=[C:23]([C:31]3[CH:36]=[CH:35][CH:34]=[C:33]([CH3:37])[CH:32]=3)[C:24]([C:25](=O)/[C:26](/[CH3:29])=[CH:27]/[CH3:28])=[C:20]2[CH:19]=[CH:18][CH:17]=1.ClC1N2N=C(C3C=CC=C(C)C=3)C(C(=O)/C(/C)=C\C)=C2C=CC=1. The catalyst is C(O)C.[Pd]. The product is [Cl:15][C:16]1[N:21]2[N:22]=[C:23]([C:31]3[CH:36]=[CH:35][CH:34]=[C:33]([CH3:37])[CH:32]=3)[C:24]([C:25]3[C:26]([CH3:29])=[C:27]([CH3:28])[N:10]=[C:8]([NH:7][CH:2]4[CH2:6][CH2:5][CH2:4][CH2:3]4)[N:9]=3)=[C:20]2[CH:19]=[CH:18][CH:17]=1. The yield is 0.300. (4) The reactants are [OH:1][C:2]1[C:6](=[O:7])[N:5]([CH:8]([CH3:10])[CH3:9])[CH2:4][C:3]=1[C:11]([OH:13])=O.[F:14][C:15]1[CH:20]=[CH:19][C:18]([CH2:21][C:22]([NH:24][NH2:25])=[O:23])=[CH:17][CH:16]=1.ON1C2C=CC=C[C:30]=2N=N1.C(N=C=NCCCN(C)C)C. The catalyst is O.C1COCC1. The product is [F:14][C:15]1[CH:16]=[CH:17][C:18]([CH2:21][C:22]([NH:24][NH:25][C:11]([C:3]2[CH2:4][N:5]([CH:8]([CH3:9])[CH3:10])[C:6](=[O:7])[C:2]=2[O:1][CH3:30])=[O:13])=[O:23])=[CH:19][CH:20]=1. The yield is 0.840. (5) The reactants are CC1(C)C(C)(C)OB([C:9]2[CH:10]=[C:11]3[C:15](=[CH:16][CH:17]=2)[N:14]([C:18]([O:20][C:21]([CH3:24])([CH3:23])[CH3:22])=[O:19])[CH:13]=[CH:12]3)O1.I[C:27]1[C:35]2[C:30](=[N:31][CH:32]=[N:33][C:34]=2[NH2:36])[N:29]([CH:37]([CH3:39])[CH3:38])[N:28]=1.C([O-])([O-])=O.[Na+].[Na+]. The catalyst is CCO.COCCOC.C1C=CC([P]([Pd]([P](C2C=CC=CC=2)(C2C=CC=CC=2)C2C=CC=CC=2)([P](C2C=CC=CC=2)(C2C=CC=CC=2)C2C=CC=CC=2)[P](C2C=CC=CC=2)(C2C=CC=CC=2)C2C=CC=CC=2)(C2C=CC=CC=2)C2C=CC=CC=2)=CC=1. The product is [NH2:36][C:34]1[N:33]=[CH:32][N:31]=[C:30]2[N:29]([CH:37]([CH3:39])[CH3:38])[N:28]=[C:27]([C:9]3[CH:10]=[C:11]4[C:15](=[CH:16][CH:17]=3)[N:14]([C:18]([O:20][C:21]([CH3:22])([CH3:23])[CH3:24])=[O:19])[CH:13]=[CH:12]4)[C:35]=12. The yield is 0.0900. (6) The reactants are Br[C:2]1[CH:10]=[C:9]2[C:5]([CH:6]=[CH:7][N:8]2[CH2:11][CH3:12])=[CH:4][CH:3]=1.[F:13][C:14]([F:25])([F:24])[C:15]1[CH:20]=[CH:19][C:18](B(O)O)=[CH:17][CH:16]=1.C(=O)([O-])[O-].[Na+].[Na+].C1(C)C=CC=CC=1. The catalyst is O.C(O)C.[Pd].C1(P(C2C=CC=CC=2)C2C=CC=CC=2)C=CC=CC=1.C1(P(C2C=CC=CC=2)C2C=CC=CC=2)C=CC=CC=1.C1(P(C2C=CC=CC=2)C2C=CC=CC=2)C=CC=CC=1.C1(P(C2C=CC=CC=2)C2C=CC=CC=2)C=CC=CC=1. The product is [F:13][C:14]([F:25])([F:24])[C:15]1[CH:20]=[CH:19][C:18]([C:2]2[CH:10]=[C:9]3[C:5]([CH:6]=[CH:7][N:8]3[CH2:11][CH3:12])=[CH:4][CH:3]=2)=[CH:17][CH:16]=1. The yield is 0.560. (7) The yield is 0.200. The reactants are Cl[CH2:2][C:3]1[NH:4][C:5](=[O:12])[C:6]2[S:11][CH:10]=[CH:9][C:7]=2[N:8]=1.[Cl:13][C:14]1[C:15]([O:37][CH3:38])=[CH:16][C:17]([O:35][CH3:36])=[C:18]([CH2:20][CH2:21][C:22]2([CH:30]3[CH2:34][CH2:33][CH2:32][CH2:31]3)[O:27][C:26](=[O:28])[CH2:25][C:24](=[O:29])[CH2:23]2)[CH:19]=1. No catalyst specified. The product is [Cl:13][C:14]1[C:15]([O:37][CH3:38])=[CH:16][C:17]([O:35][CH3:36])=[C:18]([CH2:20][CH2:21][C:22]2([CH:30]3[CH2:34][CH2:33][CH2:32][CH2:31]3)[O:27][C:26](=[O:28])[C:25]([CH2:2][C:3]3[NH:4][C:5](=[O:12])[C:6]4[S:11][CH:10]=[CH:9][C:7]=4[N:8]=3)=[C:24]([OH:29])[CH2:23]2)[CH:19]=1.